This data is from Catalyst prediction with 721,799 reactions and 888 catalyst types from USPTO. The task is: Predict which catalyst facilitates the given reaction. (1) Reactant: [CH:1]1([NH:7][C:8]2[C:13]([C:14]3[CH2:23][C:17]4([CH2:20][CH:19]([C:21]#N)[CH2:18]4)[O:16][N:15]=3)=[CH:12][N:11]=[C:10]3[N:24]([CH2:27][CH3:28])[N:25]=[CH:26][C:9]=23)[CH2:6][CH2:5][CH2:4][CH2:3][CH2:2]1.[OH-:29].[K+].Cl.[OH2:32]. Product: [CH:1]1([NH:7][C:8]2[C:13]([C:14]3[CH2:23][C:17]4([CH2:18][CH:19]([C:21]([OH:32])=[O:29])[CH2:20]4)[O:16][N:15]=3)=[CH:12][N:11]=[C:10]3[N:24]([CH2:27][CH3:28])[N:25]=[CH:26][C:9]=23)[CH2:6][CH2:5][CH2:4][CH2:3][CH2:2]1. The catalyst class is: 8. (2) Product: [CH2:33]([N:32]1[C:28]([CH2:27][N:16]([CH2:15][C:13]2[CH:12]=[CH:11][C:10]3[O:6][CH2:2][CH2:7][O:8][C:9]=3[CH:14]=2)[CH2:17][C:18]2[CH:23]=[CH:22][CH:21]=[C:20]([O:24][CH2:25][CH3:26])[CH:19]=2)=[C:29]([C:38]2[CH:43]=[CH:42][CH:41]=[CH:40][CH:39]=2)[N:30]=[C:31]1[C:54]#[N:55])[CH2:34][CH2:35][CH3:36]. Reactant: [Li][CH2:2]CCC.[O:6]1[C:10]2[CH:11]=[CH:12][C:13]([CH2:15][N:16]([CH2:27][C:28]3[N:32]([CH2:33][CH2:34][CH2:35][CH3:36])[CH:31](I)[NH:30][C:29]=3[C:38]3[CH:43]=[CH:42][CH:41]=[CH:40][CH:39]=3)[CH2:17][C:18]3[CH:23]=[CH:22][CH:21]=[C:20]([O:24][CH2:25][CH3:26])[CH:19]=3)=[CH:14][C:9]=2[O:8][CH2:7]1.C(S([C:54]#[N:55])(=O)=O)C1C=CC=CC=1. The catalyst class is: 1. (3) Product: [Br:1][C:2]1[CH:3]=[C:4]2[C@:15]3([CH2:19][S:18][C:17]([NH:20][C:22](=[O:25])[O:23][C:4]([CH3:15])([CH3:5])[CH3:3])=[N:16]3)[C:14]3[C:9](=[CH:10][CH:11]=[C:12]([I:21])[CH:13]=3)[O:8][C:5]2=[N:6][CH:7]=1. Reactant: [Br:1][C:2]1[CH:3]=[C:4]2[C@:15]3([CH2:19][S:18][C:17]([NH2:20])=[N:16]3)[C:14]3[C:9](=[CH:10][CH:11]=[C:12]([I:21])[CH:13]=3)[O:8][C:5]2=[N:6][CH:7]=1.[C:22](=[O:25])(O)[O-:23].[Na+]. The catalyst class is: 225. (4) Reactant: C([Li])CCC.Br[C:7]1[CH:8]=[C:9]2[C:14](=[CH:15][CH:16]=1)[N:13]=[C:12]([O:17][CH3:18])[C:11]([CH3:19])=[C:10]2[Cl:20].[C:21]([CH:29]1[CH2:34][CH2:33][N:32]([C:35](=[O:37])[CH3:36])[CH2:31][CH2:30]1)(=[O:28])[C:22]1[CH:27]=[CH:26][CH:25]=[CH:24][CH:23]=1.[Cl-].[Na+]. Product: [Cl:20][C:10]1[C:9]2[C:14](=[CH:15][CH:16]=[C:7]([C:21]([OH:28])([C:22]3[CH:27]=[CH:26][CH:25]=[CH:24][CH:23]=3)[CH:29]3[CH2:34][CH2:33][N:32]([C:35](=[O:37])[CH3:36])[CH2:31][CH2:30]3)[CH:8]=2)[N:13]=[C:12]([O:17][CH3:18])[C:11]=1[CH3:19]. The catalyst class is: 355. (5) Reactant: [F:1][C:2]1[CH:3]=[C:4]([C@H:8]2[CH2:12][CH2:11][CH2:10][N:9]2[C:13]2[CH:18]=[CH:17][N:16]3[N:19]=[CH:20][C:21]([C:22]([OH:24])=O)=[C:15]3[N:14]=2)[CH:5]=[N:6][CH:7]=1.CN(C(ON1N=NC2C=CC=NC1=2)=[N+](C)C)C.F[P-](F)(F)(F)(F)F.[F:49][C:50]1[CH:51]=[CH:52][C:53]([NH2:56])=[N:54][CH:55]=1.CCN(C(C)C)C(C)C. Product: [F:49][C:50]1[CH:51]=[CH:52][C:53]([NH:56][C:22]([C:21]2[CH:20]=[N:19][N:16]3[CH:17]=[CH:18][C:13]([N:9]4[CH2:10][CH2:11][CH2:12][C@@H:8]4[C:4]4[CH:5]=[N:6][CH:7]=[C:2]([F:1])[CH:3]=4)=[N:14][C:15]=23)=[O:24])=[N:54][CH:55]=1. The catalyst class is: 3. (6) Reactant: CS(C)=O.C(Cl)(=O)C(Cl)=O.[CH2:11]([OH:27])[CH2:12][CH2:13][CH2:14][CH2:15][CH2:16][CH2:17][CH2:18][CH2:19][CH2:20]/[CH:21]=[CH:22]\[CH2:23][CH2:24][CH2:25][CH3:26].C(N(CC)CC)C. Product: [CH:11](=[O:27])[CH2:12][CH2:13][CH2:14][CH2:15][CH2:16][CH2:17][CH2:18][CH2:19][CH2:20]/[CH:21]=[CH:22]\[CH2:23][CH2:24][CH2:25][CH3:26]. The catalyst class is: 158. (7) Reactant: [N:1]1[CH:6]=[CH:5][CH:4]=[CH:3][C:2]=1[CH2:7][CH2:8][N:9]1[C:13]2[CH:14]=[CH:15][CH:16]=[CH:17][C:12]=2[N:11]=[CH:10]1.[Li]C(C)(C)C.CN([CH:26]=[O:27])C.C([O-])(O)=O.[Na+]. Product: [N:1]1[CH:6]=[CH:5][CH:4]=[CH:3][C:2]=1[CH2:7][CH2:8][N:9]1[C:13]2[CH:14]=[CH:15][CH:16]=[CH:17][C:12]=2[N:11]=[C:10]1[CH:26]=[O:27]. The catalyst class is: 20. (8) Reactant: [CH3:1][N:2]([CH3:22])[C:3]([C:5]1[CH:6]=[CH:7][C:8]([O:14][CH2:15][C:16]2[CH:21]=[CH:20][CH:19]=[CH:18][CH:17]=2)=[C:9]([CH:13]=1)[C:10]([OH:12])=O)=[O:4].[N:23]1[CH:28]=[CH:27][CH:26]=[C:25]([NH2:29])[CH:24]=1.C(Cl)CCl. Product: [CH3:22][N:2]([CH3:1])[C:3]([C:5]1[CH:6]=[CH:7][C:8]([O:14][CH2:15][C:16]2[CH:21]=[CH:20][CH:19]=[CH:18][CH:17]=2)=[C:9]([C:10]([NH:29][C:25]2[CH:24]=[N:23][CH:28]=[CH:27][CH:26]=2)=[O:12])[CH:13]=1)=[O:4]. The catalyst class is: 35.